This data is from Buchwald-Hartwig C-N cross coupling reaction yields with 55,370 reactions. The task is: Predict the reaction yield, written as a fraction of the theoretical maximum amount of product (1.0 means a 100% yield; for example, 0.34 means a 34% yield). (1) The product is CCc1ccc(Nc2ccc(C)cc2)cc1. The yield is 0.753. No catalyst specified. The reactants are CCc1ccc(Br)cc1.Cc1ccc(N)cc1.O=S(=O)(O[Pd]1c2ccccc2-c2ccccc2N~1)C(F)(F)F.CC(C)c1cc(C(C)C)c(-c2ccccc2P(C(C)(C)C)C(C)(C)C)c(C(C)C)c1.CCN=P(N=P(N(C)C)(N(C)C)N(C)C)(N(C)C)N(C)C.Cc1ccon1. (2) The reactants are COc1ccc(I)cc1.Cc1ccc(N)cc1.O=S(=O)(O[Pd]1c2ccccc2-c2ccccc2N~1)C(F)(F)F.CC(C)c1cc(C(C)C)c(-c2ccccc2P(C(C)(C)C)C(C)(C)C)c(C(C)C)c1.CCN=P(N=P(N(C)C)(N(C)C)N(C)C)(N(C)C)N(C)C.CCOC(=O)c1cc(OC)no1. No catalyst specified. The product is COc1ccc(Nc2ccc(C)cc2)cc1. The yield is 0.403. (3) The reactants are FC(F)(F)c1ccc(I)cc1.Cc1ccc(N)cc1.O=S(=O)(O[Pd]1c2ccccc2-c2ccccc2N~1)C(F)(F)F.CC(C)c1cc(C(C)C)c(-c2ccccc2P(C(C)(C)C)C(C)(C)C)c(C(C)C)c1.CN1CCCN2CCCN=C12.CCOC(=O)c1cc(C)on1. The yield is 0.496. No catalyst specified. The product is Cc1ccc(Nc2ccc(C(F)(F)F)cc2)cc1. (4) No catalyst specified. The product is CCc1ccc(Nc2ccc(C)cc2)cc1. The yield is 0.696. The reactants are CCc1ccc(I)cc1.Cc1ccc(N)cc1.O=S(=O)(O[Pd]1c2ccccc2-c2ccccc2N~1)C(F)(F)F.COc1ccc(OC)c(P([C@]23C[C@H]4C[C@H](C[C@H](C4)C2)C3)[C@]23C[C@H]4C[C@H](C[C@H](C4)C2)C3)c1-c1c(C(C)C)cc(C(C)C)cc1C(C)C.CN1CCCN2CCCN=C12.COC(=O)c1cc(-c2cccs2)on1.